This data is from Catalyst prediction with 721,799 reactions and 888 catalyst types from USPTO. The task is: Predict which catalyst facilitates the given reaction. (1) Reactant: [Br:1][C:2]1[CH:3]=[C:4]2[C:9](=[CH:10][CH:11]=1)[O:8][C:7]([CH2:13][CH2:14][OH:15])([CH3:12])[CH2:6][CH:5]2[OH:16]. Product: [Br:1][C:2]1[CH:3]=[C:4]2[C:9](=[CH:10][CH:11]=1)[O:8][C:7]([CH2:13][CH2:14][OH:15])([CH3:12])[CH2:6][C:5]2=[O:16]. The catalyst class is: 177. (2) Reactant: [CH2:1]([O:8][C:9]1[CH:10]=[C:11]([CH:13]=[CH:14][CH:15]=1)N)[C:2]1[CH:7]=[CH:6][CH:5]=[CH:4][CH:3]=1.Cl.N([O-])=O.[Na+].O(CC)C([S-])=[S:23].[K+].[OH-].[K+]. Product: [CH2:1]([O:8][C:9]1[CH:10]=[C:11]([SH:23])[CH:13]=[CH:14][CH:15]=1)[C:2]1[CH:7]=[CH:6][CH:5]=[CH:4][CH:3]=1. The catalyst class is: 6.